This data is from Full USPTO retrosynthesis dataset with 1.9M reactions from patents (1976-2016). The task is: Predict the reactants needed to synthesize the given product. The reactants are: [CH2:1]([O:8][C:9]1[C:18]2[C:13](=[CH:14][CH:15]=[CH:16][CH:17]=2)[N:12]=[C:11]([CH2:19]Cl)[C:10]=1[CH3:21])[C:2]1[CH:7]=[CH:6][CH:5]=[CH:4][CH:3]=1.[P:22]([O:29]CC)([O:26][CH2:27][CH3:28])[O:23][CH2:24][CH3:25]. Given the product [CH2:1]([O:8][C:9]1[C:18]2[C:13](=[CH:14][CH:15]=[CH:16][CH:17]=2)[N:12]=[C:11]([CH2:19][P:22](=[O:29])([O:26][CH2:27][CH3:28])[O:23][CH2:24][CH3:25])[C:10]=1[CH3:21])[C:2]1[CH:7]=[CH:6][CH:5]=[CH:4][CH:3]=1, predict the reactants needed to synthesize it.